This data is from Forward reaction prediction with 1.9M reactions from USPTO patents (1976-2016). The task is: Predict the product of the given reaction. Given the reactants [Br:1][C:2]1[N:3]=[C:4]([Cl:10])[C:5]([NH:8][NH2:9])=[N:6][CH:7]=1.Cl[C:12](Cl)([O:14]C(=O)OC(Cl)(Cl)Cl)Cl, predict the reaction product. The product is: [Br:1][C:2]1[N:3]=[C:4]([Cl:10])[C:5]2[N:6]([C:12](=[O:14])[NH:9][N:8]=2)[CH:7]=1.